From a dataset of Full USPTO retrosynthesis dataset with 1.9M reactions from patents (1976-2016). Predict the reactants needed to synthesize the given product. (1) Given the product [CH:22]1([C:20]([NH:19][C:6]2[C:5]3[C:9](=[CH:10][C:2]([NH:25][C:26]4[CH:27]=[C:28]([CH:42]=[CH:43][C:44]=4[CH3:45])[C:29]([NH:31][C:32]4[CH:37]=[CH:36][CH:35]=[C:34]([C:38]([F:39])([F:40])[F:41])[CH:33]=4)=[O:30])=[CH:3][CH:4]=3)[N:8]([CH2:11][O:12][CH2:13][CH2:14][Si:15]([CH3:18])([CH3:17])[CH3:16])[N:7]=2)=[O:21])[CH2:24][CH2:23]1, predict the reactants needed to synthesize it. The reactants are: Br[C:2]1[CH:10]=[C:9]2[C:5]([C:6]([NH:19][C:20]([CH:22]3[CH2:24][CH2:23]3)=[O:21])=[N:7][N:8]2[CH2:11][O:12][CH2:13][CH2:14][Si:15]([CH3:18])([CH3:17])[CH3:16])=[CH:4][CH:3]=1.[NH2:25][C:26]1[CH:27]=[C:28]([CH:42]=[CH:43][C:44]=1[CH3:45])[C:29]([NH:31][C:32]1[CH:37]=[CH:36][CH:35]=[C:34]([C:38]([F:41])([F:40])[F:39])[CH:33]=1)=[O:30].C([O-])([O-])=O.[K+].[K+]. (2) Given the product [OH:1][C:2]1[CH:7]=[CH:6][C:5]([CH2:8][CH2:9][NH:10][C:11](=[O:26])[C@@H:12]([O:16][C:17]2[CH:22]=[CH:21][C:20]([C:23]#[N:24])=[C:19]([Cl:25])[CH:18]=2)[CH2:13][CH2:14][CH3:15])=[CH:4][CH:3]=1, predict the reactants needed to synthesize it. The reactants are: [OH:1][C:2]1[CH:7]=[CH:6][C:5]([CH2:8][CH2:9][NH:10][C:11](=[O:26])[CH:12]([O:16][C:17]2[CH:22]=[CH:21][C:20]([C:23]#[N:24])=[C:19]([Cl:25])[CH:18]=2)[CH2:13][CH2:14][CH3:15])=[CH:4][CH:3]=1. (3) The reactants are: [CH3:1][C:2]1[CH:7]=[C:6]([CH3:8])[CH:5]=[CH:4][C:3]=1[C:9]1[C:18]2[C:13](=[CH:14][CH:15]=[CH:16][CH:17]=2)[C:12](=[O:19])[N:11]([CH3:20])[C:10]=1[CH2:21][C:22]([O:24][CH3:25])=[O:23].[Li+].C[Si]([N-][Si](C)(C)C)(C)C.Br[CH2:37][C:38]([CH3:40])=[CH2:39]. Given the product [CH3:1][C:2]1[CH:7]=[C:6]([CH3:8])[CH:5]=[CH:4][C:3]=1[C:9]1[C:18]2[C:13](=[CH:14][CH:15]=[CH:16][CH:17]=2)[C:12](=[O:19])[N:11]([CH3:20])[C:10]=1[CH:21]([CH2:39][C:38]([CH3:40])=[CH2:37])[C:22]([O:24][CH3:25])=[O:23], predict the reactants needed to synthesize it. (4) Given the product [Cl:44][C:41]1[CH:42]=[C:43]2[NH:35][C:36]([O:57][C@H:58]3[C@H:59]4[O:65][CH2:64][C@@H:63]([OH:66])[C@H:60]4[O:61][CH2:62]3)=[N:37][C:38]2=[N:39][C:40]=1[N:45]1[CH:49]=[C:48]2[CH2:50][N:51]([S:53]([CH3:56])(=[O:55])=[O:54])[CH2:52][C:47]2=[N:46]1, predict the reactants needed to synthesize it. The reactants are: C1C=CC(P(C2C=CC=CC=2)CCCP(C2C=CC=CC=2)C2C=CC=CC=2)=CC=1.[BH4-].[Na+].C([N:35]1[C:43]2[C:38](=[N:39][C:40]([N:45]3[CH:49]=[C:48]4[CH2:50][N:51]([S:53]([CH3:56])(=[O:55])=[O:54])[CH2:52][C:47]4=[N:46]3)=[C:41]([Cl:44])[CH:42]=2)[N:37]=[C:36]1[O:57][C@@H:58]1[CH2:62][O:61][C@@H:60]2[C@H:63]([O:66][Si](C(C)(C)C)(C)C)[CH2:64][O:65][C@H:59]12)C=C.C1COCC1.